Predict the reaction yield, written as a fraction of the theoretical maximum amount of product (1.0 means a 100% yield; for example, 0.34 means a 34% yield). From a dataset of Reaction yield outcomes from USPTO patents with 853,638 reactions. (1) The reactants are [C:1]1(OB(O)O)[CH:6]=[CH:5][CH:4]=[CH:3][CH:2]=1.C1(C)C=CC=CC=1.C(=O)([O-])[O-].[Na+].[Na+].[F:24][C:25]([F:54])([F:53])[C:26]1[CH:27]=[C:28]([CH:46]=[C:47]([C:49]([F:52])([F:51])[F:50])[CH:48]=1)[CH2:29][N:30]1[CH2:37][CH2:36][CH2:35][NH:34][C:33]2[N:38]=[C:39]([S:43][CH3:44])[N:40]=[C:41](Cl)[C:32]=2[C:31]1=[O:45]. The catalyst is C(OCC)(=O)C.C1C=CC([P]([Pd]([P](C2C=CC=CC=2)(C2C=CC=CC=2)C2C=CC=CC=2)([P](C2C=CC=CC=2)(C2C=CC=CC=2)C2C=CC=CC=2)[P](C2C=CC=CC=2)(C2C=CC=CC=2)C2C=CC=CC=2)(C2C=CC=CC=2)C2C=CC=CC=2)=CC=1.O1CCOCC1. The product is [F:24][C:25]([F:54])([F:53])[C:26]1[CH:27]=[C:28]([CH:46]=[C:47]([C:49]([F:52])([F:51])[F:50])[CH:48]=1)[CH2:29][N:30]1[CH2:37][CH2:36][CH2:35][NH:34][C:33]2[N:38]=[C:39]([S:43][CH3:44])[N:40]=[C:41]([C:1]3[CH:6]=[CH:5][CH:4]=[CH:3][CH:2]=3)[C:32]=2[C:31]1=[O:45]. The yield is 1.00. (2) The reactants are [N+:1]([C:4]1[CH:5]=[N:6][CH:7]=[CH:8][C:9]=1[C:10]1[CH2:19][CH2:18][C:13]2(OCC[O:14]2)[CH2:12][CH:11]=1)([O-:3])=[O:2]. The catalyst is C(O)(C(F)(F)F)=O.C(Cl)Cl. The product is [N+:1]([C:4]1[CH:5]=[N:6][CH:7]=[CH:8][C:9]=1[C:10]1[CH2:19][CH2:18][C:13](=[O:14])[CH2:12][CH:11]=1)([O-:3])=[O:2]. The yield is 0.850. (3) The reactants are [Br:1][C:2]1[CH:15]=[C:14]2[C:5]([CH2:6][C:7]3([C:13]2=[NH:16])[CH2:12][CH2:11][O:10][CH2:9][CH2:8]3)=[CH:4][CH:3]=1.O=[C:18]([CH3:22])[C:19](=[S:21])[NH2:20]. The catalyst is CO. The product is [Br:1][C:2]1[CH:15]=[C:14]2[C:5]([CH2:6][C:7]3([C:13]42[NH:20][C:19](=[S:21])[C:18]([CH3:22])=[N:16]4)[CH2:12][CH2:11][O:10][CH2:9][CH2:8]3)=[CH:4][CH:3]=1. The yield is 0.950. (4) The reactants are [CH3:1][C:2]1[CH:8]=[CH:7][C:6]([N+:9]([O-:11])=[O:10])=[CH:5][C:3]=1[NH2:4].[N+:12]([O-:15])([OH:14])=[O:13].[N:16]#[C:17][NH2:18]. The yield is 0.340. The product is [N+:12]([O-:15])([O-:14])=[O:13].[CH3:1][C:2]1[CH:8]=[CH:7][C:6]([N+:9]([O-:11])=[O:10])=[CH:5][C:3]=1[NH:4][C:17]([NH2:18])=[NH2+:16]. The catalyst is C(O)C.